From a dataset of Catalyst prediction with 721,799 reactions and 888 catalyst types from USPTO. Predict which catalyst facilitates the given reaction. (1) Reactant: COP([CH2:7][C:8]([O:10][CH2:11][C:12]1[CH:17]=[CH:16][CH:15]=[CH:14][CH:13]=1)=[O:9])(OC)=O.[H-].[Na+].[CH:20]([C:22]1[N:23]([CH2:27][C:28]([O:30][CH2:31][CH3:32])=[O:29])[CH:24]=[CH:25][N:26]=1)=O.[Cl-].[NH4+]. Product: [CH2:31]([O:30][C:28](=[O:29])[CH2:27][N:23]1[CH:24]=[CH:25][N:26]=[C:22]1/[CH:20]=[CH:7]/[C:8]([O:10][CH2:11][C:12]1[CH:13]=[CH:14][CH:15]=[CH:16][CH:17]=1)=[O:9])[CH3:32]. The catalyst class is: 7. (2) The catalyst class is: 263. Product: [CH:15]1([C:2]2[CH:7]=[CH:6][C:5]([N+:8]([O-:10])=[O:9])=[CH:4][C:3]=2[C:11]([F:14])([F:13])[F:12])[CH2:18][CH2:17][CH2:16]1. Reactant: I[C:2]1[CH:7]=[CH:6][C:5]([N+:8]([O-:10])=[O:9])=[CH:4][C:3]=1[C:11]([F:14])([F:13])[F:12].[CH:15]1(B(O)O)[CH2:18][CH2:17][CH2:16]1.C(=O)([O-])[O-].[Cs+].[Cs+].C1(C)C=CC=CC=1. (3) Reactant: C(O)CC.Cl.[CH2:6]([O:8][NH2:9])[CH3:7].[CH3:10][N:11]1[C:15]([C:16]([C:18]2[CH:23]=[CH:22][CH:21]=[CH:20][C:19]=2[CH2:24][O:25][C:26]2[CH:31]=[C:30]([CH3:32])[CH:29]=[CH:28][C:27]=2[CH3:33])=O)=[CH:14][CH:13]=[N:12]1. Product: [CH2:6]([O:8][N:9]=[C:16]([C:15]1[N:11]([CH3:10])[N:12]=[CH:13][CH:14]=1)[C:18]1[CH:23]=[CH:22][CH:21]=[CH:20][C:19]=1[CH2:24][O:25][C:26]1[CH:31]=[C:30]([CH3:32])[CH:29]=[CH:28][C:27]=1[CH3:33])[CH3:7]. The catalyst class is: 6. (4) Reactant: [Br:1][C:2]1[CH:3]=[C:4]([S:9](Cl)(=[O:11])=[O:10])[CH:5]=[CH:6][C:7]=1[F:8].C(Cl)Cl.[OH-].[NH4+:17].Cl. Product: [Br:1][C:2]1[CH:3]=[C:4]([S:9]([NH2:17])(=[O:11])=[O:10])[CH:5]=[CH:6][C:7]=1[F:8]. The catalyst class is: 1. (5) Reactant: [OH:1][C:2]1[CH:3]=[C:4]([C:14]2[N:15](C(OC(C)(C)C)=O)[C:16]([C:19]3[S:20][CH:21]=[CH:22][N:23]=3)=[CH:17][CH:18]=2)[CH:5]=[C:6]([O:8][C@@H:9]([CH3:13])[CH2:10][O:11][CH3:12])[CH:7]=1.[F:31][C:32]1[CH:33]=[C:34]([S:39]([NH:42][CH3:43])(=[O:41])=[O:40])[CH:35]=[CH:36][C:37]=1F.C(=O)([O-])[O-].[K+].[K+].O. Product: [F:31][C:32]1[CH:33]=[C:34]([S:39]([NH:42][CH3:43])(=[O:40])=[O:41])[CH:35]=[CH:36][C:37]=1[O:1][C:2]1[CH:3]=[C:4]([C:14]2[NH:15][C:16]([C:19]3[S:20][CH:21]=[CH:22][N:23]=3)=[CH:17][CH:18]=2)[CH:5]=[C:6]([O:8][C@@H:9]([CH3:13])[CH2:10][O:11][CH3:12])[CH:7]=1. The catalyst class is: 9. (6) Reactant: [NH2:1][C:2]1[C:7]2=[C:8](Br)[CH:9]=[C:10]([C:11]3[CH:16]=[CH:15][C:14]([N:17]4[CH2:22][CH2:21][N:20]([C:23]([O:25][C:26]([CH3:29])([CH3:28])[CH3:27])=[O:24])[CH2:19][CH2:18]4)=[CH:13][CH:12]=3)[N:6]2[N:5]=[CH:4][N:3]=1.[CH2:31]([N:38]1[CH:46]=[C:45]2[C:40]([CH:41]=[C:42](B3OC(C)(C)C(C)(C)O3)[CH:43]=[CH:44]2)=[N:39]1)[C:32]1[CH:37]=[CH:36][CH:35]=[CH:34][CH:33]=1.C([O-])([O-])=O.[Na+].[Na+]. Product: [NH2:1][C:2]1[C:7]2=[C:8]([C:42]3[CH:43]=[CH:44][C:45]4[C:40]([CH:41]=3)=[N:39][N:38]([CH2:31][C:32]3[CH:37]=[CH:36][CH:35]=[CH:34][CH:33]=3)[CH:46]=4)[CH:9]=[C:10]([C:11]3[CH:16]=[CH:15][C:14]([N:17]4[CH2:22][CH2:21][N:20]([C:23]([O:25][C:26]([CH3:29])([CH3:28])[CH3:27])=[O:24])[CH2:19][CH2:18]4)=[CH:13][CH:12]=3)[N:6]2[N:5]=[CH:4][N:3]=1. The catalyst class is: 104.